From a dataset of Reaction yield outcomes from USPTO patents with 853,638 reactions. Predict the reaction yield, written as a fraction of the theoretical maximum amount of product (1.0 means a 100% yield; for example, 0.34 means a 34% yield). (1) The reactants are Br[C:2]1[N:7]=[N:6][C:5]([NH2:8])=[N:4][C:3]=1[C:9]1[CH:14]=[CH:13][CH:12]=[CH:11][CH:10]=1.[CH3:15][N:16]([CH3:26])[C:17]1[CH:18]=[C:19](B(O)O)[CH:20]=[CH:21][CH:22]=1. No catalyst specified. The product is [CH3:15][N:16]([CH3:26])[C:17]1[CH:22]=[C:21]([C:2]2[N:7]=[N:6][C:5]([NH2:8])=[N:4][C:3]=2[C:9]2[CH:14]=[CH:13][CH:12]=[CH:11][CH:10]=2)[CH:20]=[CH:19][CH:18]=1. The yield is 0.600. (2) The yield is 0.120. The catalyst is [Cu]I. The reactants are Br[C:2]1[CH:11]=[C:10]2[C:5]([CH:6]=[C:7]([NH:12][C:13]([CH:15]3[CH2:17][CH2:16]3)=[O:14])[N:8]=[CH:9]2)=[CH:4][CH:3]=1.N1C2C(=CC=C3C=2N=CC=C3)C=CC=1.C(=O)([O-])[O-].[Cs+].[Cs+].[CH:38]1([OH:42])[CH2:41][CH2:40][CH2:39]1. The product is [CH:38]1([O:42][C:2]2[CH:11]=[C:10]3[C:5]([CH:6]=[C:7]([NH:12][C:13]([CH:15]4[CH2:17][CH2:16]4)=[O:14])[N:8]=[CH:9]3)=[CH:4][CH:3]=2)[CH2:41][CH2:40][CH2:39]1. (3) The reactants are [C:1]([O:5][C:6]([N:8]1[CH2:13][CH2:12][CH:11](C(O)=O)[CH:10]([OH:17])[CH2:9]1)=[O:7])([CH3:4])([CH3:3])[CH3:2].C([N:20]([CH2:23]C)CC)C.C1(P(N=[N+]=[N-])(C2C=CC=CC=2)=[O:32])C=CC=CC=1. The catalyst is C1(C)C=CC=CC=1. The product is [O:32]=[C:23]1[NH:20][C@H:11]2[C@H:10]([CH2:9][N:8]([C:6]([O:5][C:1]([CH3:2])([CH3:3])[CH3:4])=[O:7])[CH2:13][CH2:12]2)[O:17]1. The yield is 0.340. (4) No catalyst specified. The yield is 0.850. The product is [CH2:1]([O:8][C@H:9]1[C@H:14]([O:15][CH2:16][C:17]2[CH:22]=[CH:21][CH:20]=[CH:19][CH:18]=2)[C@@H:13]([CH2:23][O:24][CH2:25][C:26]2[CH:27]=[CH:28][CH:29]=[CH:30][CH:31]=2)[O:12][C@@H:11]([O:32][C@H:33]2[C@@H:42]([O:43][CH2:44][C:45]3[CH:46]=[CH:47][CH:48]=[CH:49][CH:50]=3)[C@H:41]([O:51][CH2:52][C:53]3[CH:54]=[CH:55][CH:56]=[CH:57][CH:58]=3)[C@@H:40]([CH2:59][O:60][CH2:61][C:62]3[CH:67]=[CH:66][CH:65]=[CH:64][CH:63]=3)[O:39][C@H:34]2[O:35][CH:36]=[CH:37][CH2:38][CH2:87][CH3:88])[C@@H:10]1[O:68][C:69](=[O:71])[CH3:70])[C:2]1[CH:3]=[CH:4][CH:5]=[CH:6][CH:7]=1. The reactants are [CH2:1]([O:8][C@H:9]1[C@H:14]([O:15][CH2:16][C:17]2[CH:22]=[CH:21][CH:20]=[CH:19][CH:18]=2)[C@@H:13]([CH2:23][O:24][CH2:25][C:26]2[CH:31]=[CH:30][CH:29]=[CH:28][CH:27]=2)[O:12][C@@H:11]([O:32][C@H:33]2[C@@H:42]([O:43][CH2:44][C:45]3[CH:50]=[CH:49][CH:48]=[CH:47][CH:46]=3)[C@H:41]([O:51][CH2:52][C:53]3[CH:58]=[CH:57][CH:56]=[CH:55][CH:54]=3)[C@@H:40]([CH2:59][O:60][CH2:61][C:62]3[CH:67]=[CH:66][CH:65]=[CH:64][CH:63]=3)[O:39][C@H:34]2[O:35][CH2:36][CH:37]=[CH2:38])[C@@H:10]1[O:68][C:69](=[O:71])[CH3:70])[C:2]1[CH:7]=[CH:6][CH:5]=[CH:4][CH:3]=1.ClCCl.FC(F)(F)S(O[Si](C)(C)C)(=O)=O.[CH3:87][CH2:88]CCCC.C(OCC)(=O)C. (5) The reactants are [CH2:1]([O:4][N:5]([C@H:18]1[CH2:23][N:22]([C:24]([O:26][C:27]([CH3:30])([CH3:29])[CH3:28])=[O:25])[C@H:21]([CH2:31][O:32][Si](C(C)(C)C)(C)C)[CH:20]=[C:19]1[CH3:40])[S:6]([C:9]1[CH:14]=[CH:13][CH:12]=[CH:11][C:10]=1[N+:15]([O-:17])=[O:16])(=[O:8])=[O:7])[CH:2]=[CH2:3].[F-].C([N+](CCCC)(CCCC)CCCC)CCC. The catalyst is C1COCC1. The product is [CH2:1]([O:4][N:5]([C@H:18]1[CH2:23][N:22]([C:24]([O:26][C:27]([CH3:29])([CH3:28])[CH3:30])=[O:25])[C@H:21]([CH2:31][OH:32])[CH:20]=[C:19]1[CH3:40])[S:6]([C:9]1[CH:14]=[CH:13][CH:12]=[CH:11][C:10]=1[N+:15]([O-:17])=[O:16])(=[O:8])=[O:7])[CH:2]=[CH2:3]. The yield is 0.900.